The task is: Regression. Given a peptide amino acid sequence and an MHC pseudo amino acid sequence, predict their binding affinity value. This is MHC class I binding data.. This data is from Peptide-MHC class I binding affinity with 185,985 pairs from IEDB/IMGT. (1) The peptide sequence is VFNNYMPYVF. The MHC is HLA-A29:02 with pseudo-sequence HLA-A29:02. The binding affinity (normalized) is 0.795. (2) The peptide sequence is RTMSYKLAI. The MHC is Mamu-A01 with pseudo-sequence Mamu-A01. The binding affinity (normalized) is 0.568. (3) The peptide sequence is VLIAGIILL. The MHC is HLA-A68:02 with pseudo-sequence HLA-A68:02. The binding affinity (normalized) is 0.372.